This data is from Forward reaction prediction with 1.9M reactions from USPTO patents (1976-2016). The task is: Predict the product of the given reaction. (1) Given the reactants [CH3:1][C:2]1[O:7][C:5](=[O:6])[CH2:4][CH:3]=1.[CH3:8][NH2:9], predict the reaction product. The product is: [CH2:1]=[C:2]1[N:9]([CH3:8])[C:5](=[O:7])[CH2:4][CH2:3]1.[CH3:8][N:9]1[CH:2]([CH3:1])[CH2:3][CH2:4][C:5]1=[O:6]. (2) The product is: [C:19]([O:18][C:16](=[O:17])[NH:15][CH2:14][CH2:13][NH:12][CH2:7][C:6]1[CH:1]=[CH:2][C:3]2[O:11][CH2:10][O:9][C:4]=2[CH:5]=1)([CH3:20])([CH3:23])[CH3:24]. Given the reactants [CH:1]1[C:6]([CH:7]=O)=[CH:5][C:4]2[O:9][CH2:10][O:11][C:3]=2[CH:2]=1.[NH2:12][CH2:13][CH2:14][NH:15][C:16](=[O:18])[O-:17].[CH2:19]1[CH2:23]OC[CH2:20]1.[C:24](O[BH-](OC(=O)C)OC(=O)C)(=O)C.[Na+], predict the reaction product. (3) Given the reactants [F:1][C:2]([F:50])([F:49])[C:3]1[CH:4]=[C:5]([C@H:13]2[O:17][C:16](=[O:18])[N:15]([CH2:19][C:20]3[CH:25]=[C:24]([C:26]([F:29])([F:28])[F:27])[CH:23]=[CH:22][C:21]=3[C:30]3[CH:31]=[C:32]([C:38]4[C:39]([C:44]([O:46]C)=[O:45])=[CH:40][CH:41]=[CH:42][CH:43]=4)[CH:33]=[CH:34][C:35]=3[O:36][CH3:37])[C@H:14]2[CH3:48])[CH:6]=[C:7]([C:9]([F:12])([F:11])[F:10])[CH:8]=1.[OH-].[K+].O.Cl, predict the reaction product. The product is: [F:50][C:2]([F:1])([F:49])[C:3]1[CH:4]=[C:5]([C@H:13]2[O:17][C:16](=[O:18])[N:15]([CH2:19][C:20]3[CH:25]=[C:24]([C:26]([F:29])([F:28])[F:27])[CH:23]=[CH:22][C:21]=3[C:30]3[CH:31]=[C:32]([C:38]4[C:39]([C:44]([OH:46])=[O:45])=[CH:40][CH:41]=[CH:42][CH:43]=4)[CH:33]=[CH:34][C:35]=3[O:36][CH3:37])[C@H:14]2[CH3:48])[CH:6]=[C:7]([C:9]([F:10])([F:12])[F:11])[CH:8]=1. (4) Given the reactants [S:1]1[CH:5]=[CH:4][C:3]2[C:6](=[O:10])[CH2:7][CH2:8][CH2:9][C:2]1=2.[N+:11]([O-])([OH:13])=[O:12], predict the reaction product. The product is: [N+:11]([C:5]1[S:1][C:2]2[CH2:9][CH2:8][CH2:7][C:6](=[O:10])[C:3]=2[CH:4]=1)([O-:13])=[O:12]. (5) Given the reactants [Na:1].[S:2]([NH:12][N:13]=[CH:14][C:15]1[CH:20]=[CH:19][C:18]([Cl:21])=[CH:17][CH:16]=1)([C:5]1[CH:11]=[CH:10][C:8]([CH3:9])=[CH:7][CH:6]=1)(=[O:4])=[O:3], predict the reaction product. The product is: [Na:1].[Na:1].[S:2]([NH:12][N:13]=[CH:14][C:15]1[CH:20]=[CH:19][C:18]([Cl:21])=[CH:17][CH:16]=1)([C:5]1[CH:11]=[CH:10][C:8]([CH3:9])=[CH:7][CH:6]=1)(=[O:4])=[O:3]. (6) Given the reactants [Br:1][CH2:2][CH2:3][CH2:4][C:5]([OH:7])=[O:6].[CH2:8](O)[C:9]1[CH:14]=[CH:13][CH:12]=[CH:11][CH:10]=1.C(N(CC)CC)C.C(=O)(O)[O-].[Na+], predict the reaction product. The product is: [CH2:8]([O:6][C:5](=[O:7])[CH2:4][CH2:3][CH2:2][Br:1])[C:9]1[CH:14]=[CH:13][CH:12]=[CH:11][CH:10]=1. (7) Given the reactants [OH-].[K+].CS(C)=O.[C:7]([O:11][C:12]([NH:14][CH2:15][C@H:16]([C:21]1[CH:26]=[CH:25][C:24]([Cl:27])=[C:23]([F:28])[CH:22]=1)CC(O)=O)=[O:13])([CH3:10])([CH3:9])[CH3:8].I[CH3:30].C[CH2:32][O:33][C:34]([CH3:36])=[O:35], predict the reaction product. The product is: [C:7]([O:11][C:12]([N:14]([CH3:30])[CH2:15][C@H:16]([C:21]1[CH:26]=[CH:25][C:24]([Cl:27])=[C:23]([F:28])[CH:22]=1)[CH2:36][C:34]([O:33][CH3:32])=[O:35])=[O:13])([CH3:8])([CH3:9])[CH3:10].